Predict the reaction yield, written as a fraction of the theoretical maximum amount of product (1.0 means a 100% yield; for example, 0.34 means a 34% yield). From a dataset of Reaction yield outcomes from USPTO patents with 853,638 reactions. The reactants are [CH:1]([C:3]1[CH:12]=[CH:11][C:6]([C:7]([O:9][CH3:10])=[O:8])=[CH:5][N:4]=1)=O.[F:13][C:14]([F:29])([F:28])[C:15]1[CH:20]=[CH:19][C:18]([C:21]2[CH:26]=[CH:25][C:24]([NH2:27])=[CH:23][CH:22]=2)=[CH:17][CH:16]=1.[CH2:30]([Mg]Br)[CH:31]([CH3:33])[CH3:32]. The catalyst is O1CCCC1.[Cl-].[Zn+2].[Cl-]. The product is [CH3:30][CH:31]([CH3:33])[CH2:32][CH:1]([C:3]1[CH:12]=[CH:11][C:6]([C:7]([O:9][CH3:10])=[O:8])=[CH:5][N:4]=1)[NH:27][C:24]1[CH:25]=[CH:26][C:21]([C:18]2[CH:19]=[CH:20][C:15]([C:14]([F:28])([F:29])[F:13])=[CH:16][CH:17]=2)=[CH:22][CH:23]=1. The yield is 0.390.